Dataset: NCI-60 drug combinations with 297,098 pairs across 59 cell lines. Task: Regression. Given two drug SMILES strings and cell line genomic features, predict the synergy score measuring deviation from expected non-interaction effect. Drug 1: COC1=C(C=C2C(=C1)N=CN=C2NC3=CC(=C(C=C3)F)Cl)OCCCN4CCOCC4. Drug 2: CC(C)(C#N)C1=CC(=CC(=C1)CN2C=NC=N2)C(C)(C)C#N. Cell line: TK-10. Synergy scores: CSS=30.2, Synergy_ZIP=-0.393, Synergy_Bliss=-1.12, Synergy_Loewe=-2.21, Synergy_HSA=0.101.